From a dataset of Catalyst prediction with 721,799 reactions and 888 catalyst types from USPTO. Predict which catalyst facilitates the given reaction. (1) Reactant: C(OC([N:8]1[CH2:13][CH2:12][N:11]([S:14]([C:17]2[CH:22]=[CH:21][C:20]([C:23]([F:26])([F:25])[F:24])=[CH:19][CH:18]=2)(=[O:16])=[O:15])[C@@H:10]([C:27](=[O:39])[NH:28][CH2:29][C:30]2[CH:35]=[CH:34][C:33]([CH:36]([CH3:38])[CH3:37])=[CH:32][CH:31]=2)[CH2:9]1)=O)(C)(C)C.[ClH:40].C(OCC)(=O)C.C(OC(C)C)(C)C. Product: [ClH:40].[CH:36]([C:33]1[CH:32]=[CH:31][C:30]([CH2:29][NH:28][C:27]([C@H:10]2[CH2:9][NH:8][CH2:13][CH2:12][N:11]2[S:14]([C:17]2[CH:22]=[CH:21][C:20]([C:23]([F:26])([F:24])[F:25])=[CH:19][CH:18]=2)(=[O:16])=[O:15])=[O:39])=[CH:35][CH:34]=1)([CH3:38])[CH3:37]. The catalyst class is: 13. (2) The catalyst class is: 5. Reactant: [I:1][C:2]1[CH:3]=[C:4]([CH2:8][CH2:9][C:10]([OH:12])=[O:11])[CH:5]=[CH:6][CH:7]=1.S(Cl)(Cl)=O.[C:17](=O)([O-])O.[Na+]. Product: [I:1][C:2]1[CH:3]=[C:4]([CH2:8][CH2:9][C:10]([O:12][CH3:17])=[O:11])[CH:5]=[CH:6][CH:7]=1.